Dataset: Peptide-MHC class I binding affinity with 185,985 pairs from IEDB/IMGT. Task: Regression. Given a peptide amino acid sequence and an MHC pseudo amino acid sequence, predict their binding affinity value. This is MHC class I binding data. (1) The peptide sequence is RVPTVFHKK. The MHC is HLA-A69:01 with pseudo-sequence HLA-A69:01. The binding affinity (normalized) is 0.0847. (2) The peptide sequence is FPVRPQVPL. The MHC is HLA-A68:02 with pseudo-sequence HLA-A68:02. The binding affinity (normalized) is 0.417. (3) The MHC is HLA-A02:01 with pseudo-sequence HLA-A02:01. The peptide sequence is GMLPVCPLI. The binding affinity (normalized) is 0.603. (4) The peptide sequence is RLATVGYPK. The MHC is HLA-A26:01 with pseudo-sequence HLA-A26:01. The binding affinity (normalized) is 0.213. (5) The peptide sequence is LMVDSFDPV. The binding affinity (normalized) is 0.859. The MHC is HLA-A02:01 with pseudo-sequence HLA-A02:01. (6) The peptide sequence is KILSVFFLA. The MHC is HLA-A68:02 with pseudo-sequence HLA-A68:02. The binding affinity (normalized) is 0.153. (7) The peptide sequence is EMYRHILRS. The MHC is HLA-A03:01 with pseudo-sequence HLA-A03:01. The binding affinity (normalized) is 0. (8) The peptide sequence is QLVKDESIQL. The MHC is HLA-A02:06 with pseudo-sequence HLA-A02:06. The binding affinity (normalized) is 0.307.